From a dataset of Full USPTO retrosynthesis dataset with 1.9M reactions from patents (1976-2016). Predict the reactants needed to synthesize the given product. Given the product [Cl:1][C:2]1[CH:3]=[CH:4][C:5]([CH:8]([C:18]2[CH:19]=[CH:20][C:21]([Cl:24])=[CH:22][CH:23]=2)[N:9]2[CH2:10][CH2:11][N:12]([C:15]([O:25][N:26]3[C:30](=[O:31])[CH2:29][CH:28]([CH3:32])[C:27]3=[O:33])=[O:16])[CH2:13][CH2:14]2)=[CH:6][CH:7]=1, predict the reactants needed to synthesize it. The reactants are: [Cl:1][C:2]1[CH:7]=[CH:6][C:5]([CH:8]([C:18]2[CH:23]=[CH:22][C:21]([Cl:24])=[CH:20][CH:19]=2)[N:9]2[CH2:14][CH2:13][N:12]([C:15](Cl)=[O:16])[CH2:11][CH2:10]2)=[CH:4][CH:3]=1.[OH:25][N:26]1[C:30](=[O:31])[CH2:29][CH:28]([CH3:32])[C:27]1=[O:33].CN1CCOCC1.